This data is from Full USPTO retrosynthesis dataset with 1.9M reactions from patents (1976-2016). The task is: Predict the reactants needed to synthesize the given product. (1) Given the product [NH2:4][C:5]1[N:9]([CH2:10][CH2:11][OH:12])[N:8]=[C:7]([C:16]2[CH:21]=[CH:20][CH:19]=[C:18]([F:22])[CH:17]=2)[C:6]=1[C:23]#[C:24][C:25]1[CH:30]=[CH:29][CH:28]=[CH:27][CH:26]=1, predict the reactants needed to synthesize it. The reactants are: C([NH:4][C:5]1[N:9]([CH2:10][C:11](OCC)=[O:12])[N:8]=[C:7]([C:16]2[CH:21]=[CH:20][CH:19]=[C:18]([F:22])[CH:17]=2)[C:6]=1[C:23]#[C:24][C:25]1[CH:30]=[CH:29][CH:28]=[CH:27][CH:26]=1)(=O)C.[BH4-].[Na+].[OH-].[Na+]. (2) Given the product [C:7]([O:10][CH2:11][C@H:12]1[CH2:17][C@@H:16]([O:18][C:19](=[O:21])[CH3:20])[CH2:15][CH2:14][C@@:13]1([C@H:23]1[CH2:31][CH2:30][C@@:29]2([CH3:32])[C@@H:25]([CH2:26][C@H:27]([OH:5])[C:28]2=[CH2:33])[C@@H:24]1[CH2:34][O:35][Si:36]([C:49]([CH3:52])([CH3:51])[CH3:50])([C:37]1[CH:38]=[CH:39][CH:40]=[CH:41][CH:42]=1)[C:43]1[CH:44]=[CH:45][CH:46]=[CH:47][CH:48]=1)[CH3:22])(=[O:9])[CH3:8], predict the reactants needed to synthesize it. The reactants are: C([O:5]O)(C)(C)C.[C:7]([O:10][CH2:11][C@H:12]1[CH2:17][C@@H:16]([O:18][C:19](=[O:21])[CH3:20])[CH2:15][CH2:14][C@@:13]1([C@H:23]1[CH2:31][CH2:30][C@@:29]2([CH3:32])[C@@H:25]([CH2:26][CH2:27][C:28]2=[CH2:33])[C@@H:24]1[CH2:34][O:35][Si:36]([C:49]([CH3:52])([CH3:51])[CH3:50])([C:43]1[CH:48]=[CH:47][CH:46]=[CH:45][CH:44]=1)[C:37]1[CH:42]=[CH:41][CH:40]=[CH:39][CH:38]=1)[CH3:22])(=[O:9])[CH3:8].